Dataset: Forward reaction prediction with 1.9M reactions from USPTO patents (1976-2016). Task: Predict the product of the given reaction. (1) The product is: [CH3:32][N:2]([CH3:1])[CH:3]([CH2:30][CH3:31])[CH:4]([C:10]1[CH:29]=[CH:28][C:13]2[N:14]=[C:15]([NH:17][CH2:18][C:19]([CH3:26])([CH3:27])[C:20]([OH:22])=[O:21])[S:16][C:12]=2[CH:11]=1)[N:5]1[CH:9]=[CH:8][N:7]=[CH:6]1. Given the reactants [CH3:1][N:2]([CH3:32])[CH:3]([CH2:30][CH3:31])[CH:4]([C:10]1[CH:29]=[CH:28][C:13]2[N:14]=[C:15]([NH:17][CH2:18][C:19]([CH3:27])([CH3:26])[C:20]([O:22]C(C)C)=[O:21])[S:16][C:12]=2[CH:11]=1)[N:5]1[CH:9]=[CH:8][N:7]=[CH:6]1.O.[OH-].[Li+], predict the reaction product. (2) Given the reactants Cl.[NH2:2][C:3]([CH2:10][CH3:11])([CH2:8][CH3:9])[C:4]([O:6][CH3:7])=[O:5].[F:12][C:13]1[CH:14]=[C:15]([CH:20]=[C:21]([F:23])[CH:22]=1)[C:16](=[O:19])[CH2:17]Br.C([O-])(O)=O.[Na+].Cl, predict the reaction product. The product is: [F:12][C:13]1[CH:14]=[C:15]([C:16](=[O:19])[CH2:17][NH:2][C:3]([CH2:10][CH3:11])([CH2:8][CH3:9])[C:4]([O:6][CH3:7])=[O:5])[CH:20]=[C:21]([F:23])[CH:22]=1. (3) The product is: [CH3:1][C:2]1[CH:7]=[C:6]([C:8]2[C:16]3[C:11](=[CH:12][CH:13]=[C:14]([C:17]([NH:40][NH2:41])=[O:18])[CH:15]=3)[N:10]([C:21]([C:34]3[CH:35]=[CH:36][CH:37]=[CH:38][CH:39]=3)([C:22]3[CH:27]=[CH:26][CH:25]=[CH:24][CH:23]=3)[C:28]3[CH:33]=[CH:32][CH:31]=[CH:30][CH:29]=3)[N:9]=2)[CH:5]=[CH:4][N:3]=1. Given the reactants [CH3:1][C:2]1[CH:7]=[C:6]([C:8]2[C:16]3[C:11](=[CH:12][CH:13]=[C:14]([C:17](OC)=[O:18])[CH:15]=3)[N:10]([C:21]([C:34]3[CH:39]=[CH:38][CH:37]=[CH:36][CH:35]=3)([C:28]3[CH:33]=[CH:32][CH:31]=[CH:30][CH:29]=3)[C:22]3[CH:27]=[CH:26][CH:25]=[CH:24][CH:23]=3)[N:9]=2)[CH:5]=[CH:4][N:3]=1.[NH2:40][NH2:41], predict the reaction product. (4) Given the reactants OC1C([NH2:11])=CC=CC=1C(O)=O.[Br:12][C:13]1[CH:18]=[CH:17][CH:16]=[CH:15][C:14]=1[N:19]=[C:20]=[O:21], predict the reaction product. The product is: [Br:12][C:13]1[CH:18]=[CH:17][CH:16]=[CH:15][C:14]=1[NH:19][C:20](=[O:21])[NH2:11]. (5) Given the reactants [CH3:1][C:2]1[CH:7]=[CH:6][C:5]([NH2:8])=[CH:4][C:3]=1[N+:9]([O-:11])=[O:10].[F:12][C:13]([F:24])([F:23])[C:14]1[CH:15]=[C:16]([CH:20]=[CH:21][CH:22]=1)[C:17](Cl)=[O:18].C(N(CC)CC)C, predict the reaction product. The product is: [CH3:1][C:2]1[CH:7]=[CH:6][C:5]([NH:8][C:17](=[O:18])[C:16]2[CH:20]=[CH:21][CH:22]=[C:14]([C:13]([F:12])([F:23])[F:24])[CH:15]=2)=[CH:4][C:3]=1[N+:9]([O-:11])=[O:10]. (6) Given the reactants [CH3:1][C:2]1[C:7]([CH3:8])=[CH:6][CH:5]=[CH:4][C:3]=1[OH:9].Br[CH2:11][C:12]([O:14][CH3:15])=[O:13].C(=O)([O-])[O-].[Cs+].[Cs+], predict the reaction product. The product is: [CH3:1][C:2]1[C:7]([CH3:8])=[CH:6][CH:5]=[CH:4][C:3]=1[O:9][CH2:11][C:12]([O:14][CH3:15])=[O:13]. (7) Given the reactants [Cl-].[Al+3].[Cl-].[Cl-].[Cl:5][C:6]1[CH:14]=[CH:13][C:9]([C:10](Cl)=[O:11])=[CH:8][CH:7]=1.[NH:15]1[CH:19]=[CH:18][CH:17]=[C:16]1[CH2:20][C:21]#[N:22].Cl, predict the reaction product. The product is: [Cl:5][C:6]1[CH:14]=[CH:13][C:9]([C:10]([C:19]2[NH:15][C:16]([CH2:20][C:21]#[N:22])=[CH:17][CH:18]=2)=[O:11])=[CH:8][CH:7]=1.